From a dataset of Forward reaction prediction with 1.9M reactions from USPTO patents (1976-2016). Predict the product of the given reaction. (1) Given the reactants ClC1C(C(O)=O)=CC=C2C=1C=CN2.[Cl:14][C:15]1[C:23]([C:24]([O:26]C)=[O:25])=[CH:22][CH:21]=[C:20]2[C:16]=1[CH:17]=[C:18]([CH3:28])[NH:19]2, predict the reaction product. The product is: [Cl:14][C:15]1[C:23]([C:24]([OH:26])=[O:25])=[CH:22][CH:21]=[C:20]2[C:16]=1[CH:17]=[C:18]([CH3:28])[NH:19]2. (2) Given the reactants [Cl:1][C:2]1[C:3]([NH:12][C:13]2[N:23]=[C:22]3[C:16]([N:17]([CH3:30])[C:18](=[O:29])[CH2:19][CH2:20][N:21]3[CH:24]3[CH2:28][CH2:27][CH2:26][CH2:25]3)=[CH:15][N:14]=2)=[CH:4][C:5]([F:11])=[C:6]([CH:10]=1)[C:7](O)=[O:8].[NH2:31][CH:32]1[CH2:37][CH2:36][N:35]([CH3:38])[CH2:34][CH2:33]1.CN(C(ON1N=NC2C=CC=NC1=2)=[N+](C)C)C.F[P-](F)(F)(F)(F)F.C(N(CC)C(C)C)(C)C, predict the reaction product. The product is: [Cl:1][C:2]1[C:3]([NH:12][C:13]2[N:23]=[C:22]3[C:16]([N:17]([CH3:30])[C:18](=[O:29])[CH2:19][CH2:20][N:21]3[CH:24]3[CH2:28][CH2:27][CH2:26][CH2:25]3)=[CH:15][N:14]=2)=[CH:4][C:5]([F:11])=[C:6]([CH:10]=1)[C:7]([NH:31][CH:32]1[CH2:37][CH2:36][N:35]([CH3:38])[CH2:34][CH2:33]1)=[O:8]. (3) Given the reactants [CH:1]([N:4]1[C:8]([C:9]2[CH:14]=[C:13]([N+:15]([O-])=O)[CH:12]=[CH:11][C:10]=2[O:18][CH3:19])=[CH:7][CH:6]=[N:5]1)([CH3:3])[CH3:2].O.O.Cl[Sn]Cl, predict the reaction product. The product is: [CH:1]([N:4]1[C:8]([C:9]2[CH:14]=[C:13]([NH2:15])[CH:12]=[CH:11][C:10]=2[O:18][CH3:19])=[CH:7][CH:6]=[N:5]1)([CH3:3])[CH3:2]. (4) Given the reactants Br[C:2]([C:5]1[CH:10]=[C:9]([N+:11]([O-:13])=[O:12])[CH:8]=[C:7]([Cl:14])[CH:6]=1)([CH3:4])[CH3:3].[NH:15]1[CH2:20][CH2:19][CH2:18][CH2:17][CH2:16]1, predict the reaction product. The product is: [Cl:14][C:7]1[CH:6]=[C:5]([C:2]([N:15]2[CH2:20][CH2:19][CH2:18][CH2:17][CH2:16]2)([CH3:4])[CH3:3])[CH:10]=[C:9]([N+:11]([O-:13])=[O:12])[CH:8]=1.